This data is from Forward reaction prediction with 1.9M reactions from USPTO patents (1976-2016). The task is: Predict the product of the given reaction. (1) Given the reactants Cl[CH2:2][C:3]1[CH:8]=[CH:7][C:6]([N+:9]([O-:11])=[O:10])=[CH:5][CH:4]=1.C(=O)([O-])[O-].[K+].[K+].Cl.[CH2:19]([NH2:21])[CH3:20], predict the reaction product. The product is: [N+:9]([C:6]1[CH:7]=[CH:8][C:3]([CH2:2][NH:21][CH2:19][CH3:20])=[CH:4][CH:5]=1)([O-:11])=[O:10]. (2) Given the reactants [OH:1][C:2]1[CH:3]=[CH:4][C:5]([CH3:21])=[C:6]([C:8]2[CH:13]=[CH:12][C:11]([C:14](=[O:17])[CH2:15][CH3:16])=[CH:10][C:9]=2[CH2:18][CH2:19][CH3:20])[CH:7]=1.[C:22]([O:30][CH2:31][C:32]1[CH:33]=[C:34]([CH:37]=[CH:38][C:39]=1[CH2:40][O:41][C:42](=[O:49])[C:43]1[CH:48]=[CH:47][CH:46]=[CH:45][CH:44]=1)[CH2:35]Br)(=[O:29])[C:23]1[CH:28]=[CH:27][CH:26]=[CH:25][CH:24]=1.C(=O)([O-])[O-].[K+].[K+], predict the reaction product. The product is: [C:22]([O:30][CH2:31][C:32]1[CH:33]=[C:34]([CH:37]=[CH:38][C:39]=1[CH2:40][O:41][C:42](=[O:49])[C:43]1[CH:44]=[CH:45][CH:46]=[CH:47][CH:48]=1)[CH2:35][O:1][C:2]1[CH:3]=[CH:4][C:5]([CH3:21])=[C:6]([C:8]2[CH:13]=[CH:12][C:11]([C:14](=[O:17])[CH2:15][CH3:16])=[CH:10][C:9]=2[CH2:18][CH2:19][CH3:20])[CH:7]=1)(=[O:29])[C:23]1[CH:24]=[CH:25][CH:26]=[CH:27][CH:28]=1. (3) Given the reactants C([O:5][C:6](=[O:22])[CH2:7][O:8][C:9]1[CH:14]=[CH:13][C:12]([C:15]2[CH:20]=[CH:19][CH:18]=[CH:17][CH:16]=2)=[CH:11][C:10]=1Br)(C)(C)C.[C:23]([C:25]1[CH:30]=[CH:29][CH:28]=[C:27]([S:31]([CH2:34][CH2:35][CH3:36])(=[O:33])=[O:32])[CH:26]=1)#[CH:24], predict the reaction product. The product is: [CH2:34]([S:31]([C:27]1[CH:26]=[C:25]([C:23]#[C:24][C:10]2[CH:11]=[C:12]([C:15]3[CH:16]=[CH:17][CH:18]=[CH:19][CH:20]=3)[CH:13]=[CH:14][C:9]=2[O:8][CH2:7][C:6]([OH:5])=[O:22])[CH:30]=[CH:29][CH:28]=1)(=[O:33])=[O:32])[CH2:35][CH3:36]. (4) The product is: [F:24][C:25]([F:36])([F:35])[C:26]([N:2]1[CH2:7][CH2:6][CH2:5][CH:4]([C:8]2[CH:16]=[CH:15][CH:14]=[CH:13][C:9]=2[C:10]#[N:12])[CH2:3]1)=[O:27]. Given the reactants Cl.[NH:2]1[CH2:7][CH2:6][CH2:5][CH:4]([C:8]2[CH:16]=[CH:15][CH:14]=[CH:13][C:9]=2[C:10]([NH2:12])=O)[CH2:3]1.C(N(CC)CC)C.[F:24][C:25]([F:36])([F:35])[C:26](O[C:26](=[O:27])[C:25]([F:36])([F:35])[F:24])=[O:27], predict the reaction product. (5) Given the reactants CS(O[CH2:6][C:7]#[C:8][C:9]1[CH:14]=[C:13]([F:15])[CH:12]=[CH:11][C:10]=1[CH2:16][NH:17][C:18]([C:20]1[N:21]=[C:22]2[N:27]([C:28](=[O:38])[C:29]=1[O:30][CH2:31][C:32]1[CH:37]=[CH:36][CH:35]=[CH:34][CH:33]=1)[CH2:26][CH2:25][O:24][C:23]2([CH3:40])[CH3:39])=[O:19])(=O)=O.[CH3:41][S-:42].[Na+], predict the reaction product. The product is: [F:15][C:13]1[CH:12]=[CH:11][C:10]([CH2:16][NH:17][C:18]([C:20]2[N:21]=[C:22]3[N:27]([C:28](=[O:38])[C:29]=2[O:30][CH2:31][C:32]2[CH:37]=[CH:36][CH:35]=[CH:34][CH:33]=2)[CH2:26][CH2:25][O:24][C:23]3([CH3:39])[CH3:40])=[O:19])=[C:9]([C:8]#[C:7][CH2:6][S:42][CH3:41])[CH:14]=1. (6) Given the reactants [C:1]([NH:5][C:6](=[O:35])[C:7]1[CH:12]=[CH:11][CH:10]=[C:9]([O:13][C:14]2[CH:19]=[CH:18][C:17]([NH:20][C:21]3[C:31]4[CH:30]=[C:29]([CH:32]=O)[CH2:28][CH2:27][NH:26][C:25]=4[N:24]=[CH:23][N:22]=3)=[CH:16][C:15]=2[Cl:34])[CH:8]=1)([CH3:4])([CH3:3])[CH3:2].Cl.[NH2:37][O:38][CH2:39][CH2:40][S:41]([CH3:44])(=[O:43])=[O:42].C([O-])(=O)C.[Na+], predict the reaction product. The product is: [C:1]([NH:5][C:6](=[O:35])[C:7]1[CH:12]=[CH:11][CH:10]=[C:9]([O:13][C:14]2[CH:19]=[CH:18][C:17]([NH:20][C:21]3[C:31]4[CH:30]=[C:29]([CH:32]=[N:37][O:38][CH2:39][CH2:40][S:41]([CH3:44])(=[O:43])=[O:42])[CH2:28][CH2:27][NH:26][C:25]=4[N:24]=[CH:23][N:22]=3)=[CH:16][C:15]=2[Cl:34])[CH:8]=1)([CH3:3])([CH3:4])[CH3:2]. (7) Given the reactants Cl.[N+:2]([O:5][CH2:6][CH2:7][CH2:8][C:9]([O:11][CH2:12][CH2:13][NH2:14])=[O:10])([O-:4])=[O:3].C([O-])(O)=O.[Na+].Cl[C:21]([O:23][C:24]1[CH:29]=[CH:28][C:27]([N+:30]([O-:32])=[O:31])=[CH:26][CH:25]=1)=[O:22], predict the reaction product. The product is: [N+:2]([O:5][CH2:6][CH2:7][CH2:8][C:9]([O:11][CH2:12][CH2:13][NH:14][C:21]([O:23][C:24]1[CH:25]=[CH:26][C:27]([N+:30]([O-:32])=[O:31])=[CH:28][CH:29]=1)=[O:22])=[O:10])([O-:4])=[O:3].